This data is from Forward reaction prediction with 1.9M reactions from USPTO patents (1976-2016). The task is: Predict the product of the given reaction. (1) Given the reactants [C:1]([O:5][C:6]([N:8]1[CH2:13][CH2:12][C:11]2[NH:14][CH:15]=[N:16][C:10]=2[CH2:9]1)=[O:7])([CH3:4])([CH3:3])[CH3:2].C1C(=O)N([I:24])C(=O)C1, predict the reaction product. The product is: [C:1]([O:5][C:6]([N:8]1[CH2:13][CH2:12][C:11]2[NH:14][C:15]([I:24])=[N:16][C:10]=2[CH2:9]1)=[O:7])([CH3:4])([CH3:2])[CH3:3]. (2) Given the reactants [F:1][C:2]([F:14])([F:13])[C:3]1[S:4][CH:5]=[C:6]([C:8]([O:10]CC)=[O:9])[N:7]=1.[OH-].[Na+].Cl.O, predict the reaction product. The product is: [F:14][C:2]([F:1])([F:13])[C:3]1[S:4][CH:5]=[C:6]([C:8]([OH:10])=[O:9])[N:7]=1. (3) Given the reactants C(OC([NH:8][C:9]1[S:13][C:12]([C:14]2[C:19]([F:20])=[CH:18][CH:17]=[CH:16][C:15]=2[F:21])=[N:11][C:10]=1[C:22]([OH:24])=O)=O)(C)(C)C.[NH2:25][C:26]1[C:27]([N:35]2[CH2:40][C@H:39]([C:41]([F:44])([F:43])[F:42])[CH2:38][C@H:37]([NH:45]C(=O)OC(C)(C)C)[CH2:36]2)=[C:28]2[CH2:34][CH2:33][O:32][C:29]2=[N:30][CH:31]=1.CN(C(ON1N=NC2C=CC=NC1=2)=[N+](C)C)C.F[P-](F)(F)(F)(F)F.CCN(C(C)C)C(C)C, predict the reaction product. The product is: [NH2:8][C:9]1[S:13][C:12]([C:14]2[C:15]([F:21])=[CH:16][CH:17]=[CH:18][C:19]=2[F:20])=[N:11][C:10]=1[C:22]([NH:25][C:26]1[C:27]([N:35]2[CH2:40][C@H:39]([C:41]([F:44])([F:43])[F:42])[CH2:38][C@H:37]([NH2:45])[CH2:36]2)=[C:28]2[CH2:34][CH2:33][O:32][C:29]2=[N:30][CH:31]=1)=[O:24]. (4) Given the reactants [N:1]1[C:10]2[C:5](=[CH:6][C:7]([CH2:11][C:12]([O:14][CH3:15])=[O:13])=[CH:8][CH:9]=2)[CH:4]=[CH:3][CH:2]=1.[Se](=O)=[O:17], predict the reaction product. The product is: [CH3:15][O:14][C:12](=[O:13])[C:11](=[O:17])[C:7]1[CH:6]=[C:5]2[C:10](=[CH:9][CH:8]=1)[N:1]=[CH:2][CH:3]=[CH:4]2.